From a dataset of Peptide-MHC class I binding affinity with 185,985 pairs from IEDB/IMGT. Regression. Given a peptide amino acid sequence and an MHC pseudo amino acid sequence, predict their binding affinity value. This is MHC class I binding data. (1) The peptide sequence is AYLAVSEAL. The MHC is H-2-Kd with pseudo-sequence H-2-Kd. The binding affinity (normalized) is 0.982. (2) The peptide sequence is MLVNGDDLVV. The MHC is HLA-A68:02 with pseudo-sequence HLA-A68:02. The binding affinity (normalized) is 0.159. (3) The MHC is HLA-A02:11 with pseudo-sequence HLA-A02:11. The binding affinity (normalized) is 1.00. The peptide sequence is FLHESDPMV. (4) The peptide sequence is NQGNILMDSI. The MHC is HLA-A01:01 with pseudo-sequence HLA-A01:01. The binding affinity (normalized) is 0.0680. (5) The peptide sequence is KQWPLSKEK. The MHC is HLA-B27:05 with pseudo-sequence HLA-B27:05. The binding affinity (normalized) is 0.242. (6) The peptide sequence is VTFFCVMTY. The MHC is HLA-A02:06 with pseudo-sequence HLA-A02:06. The binding affinity (normalized) is 0.430. (7) The peptide sequence is VWLHYYSV. The MHC is H-2-Kb with pseudo-sequence H-2-Kb. The binding affinity (normalized) is 0.454.